Dataset: Reaction yield outcomes from USPTO patents with 853,638 reactions. Task: Predict the reaction yield, written as a fraction of the theoretical maximum amount of product (1.0 means a 100% yield; for example, 0.34 means a 34% yield). (1) The reactants are [N:1]1([C:8]([O:10][C:11]([CH3:14])([CH3:13])[CH3:12])=[O:9])[CH2:7][CH2:6][CH2:5][NH:4][CH2:3][CH2:2]1.C1C=CC(P(C2C(C3C(P(C4C=CC=CC=4)C4C=CC=CC=4)=CC=C4C=3C=CC=C4)=C3C(C=CC=C3)=CC=2)C2C=CC=CC=2)=CC=1.CC(C)([O-])C.[Na+].Br[C:68]1[C:69]([CH3:82])=[C:70]([CH3:81])[C:71]2[O:75][C:74]([CH3:77])([CH3:76])[C:73](=[O:78])[C:72]=2[C:79]=1[CH3:80]. The catalyst is O.C([O-])(=O)C.[Pd+2].C([O-])(=O)C.C1(C)C=CC=CC=1. The product is [CH3:76][C:74]1([CH3:77])[C:73](=[O:78])[C:72]2[C:79]([CH3:80])=[C:68]([N:4]3[CH2:5][CH2:6][CH2:7][N:1]([C:8]([O:10][C:11]([CH3:14])([CH3:13])[CH3:12])=[O:9])[CH2:2][CH2:3]3)[C:69]([CH3:82])=[C:70]([CH3:81])[C:71]=2[O:75]1. The yield is 0.140. (2) The reactants are [CH3:1][N:2]([S:21]([C:24]1[S:25][CH:26]=[CH:27][CH:28]=1)(=[O:23])=[O:22])[C:3]1[CH:4]=[CH:5][CH:6]=[C:7]2[C:11]=1[NH:10][C:9]([C:12]1[S:13][CH:14]([CH2:17][C:18]([OH:20])=O)[CH2:15][N:16]=1)=[CH:8]2.[CH3:29][N:30]1[CH2:35][CH2:34][NH:33][CH2:32][CH2:31]1.N1(O)C2C=CC=CC=2N=N1.Cl.CN(C)CCCN=C=NCC. The catalyst is C(OCC)(=O)C.CN(C)C=O. The product is [CH3:1][N:2]([C:3]1[CH:4]=[CH:5][CH:6]=[C:7]2[C:11]=1[NH:10][C:9]([C:12]1[S:13][CH:14]([CH2:17][C:18]([N:33]3[CH2:34][CH2:35][N:30]([CH3:29])[CH2:31][CH2:32]3)=[O:20])[CH2:15][N:16]=1)=[CH:8]2)[S:21]([C:24]1[S:25][CH:26]=[CH:27][CH:28]=1)(=[O:22])=[O:23]. The yield is 0.620. (3) The reactants are O=[C:2]1[C:10]2([CH2:15][CH2:14][CH2:13][CH2:12][CH2:11]2)[C:9]2[C:4](=[CH:5][CH:6]=[C:7]([C:16]3[N:20]([CH3:21])[C:19]([C:22]#[N:23])=[CH:18][CH:17]=3)[CH:8]=2)[NH:3]1.COC1C=CC(P2(SP(C3C=CC(OC)=CC=3)(=S)S2)=[S:33])=CC=1.O. The catalyst is C1(C)C=CC=CC=1. The product is [S:33]=[C:2]1[C:10]2([CH2:15][CH2:14][CH2:13][CH2:12][CH2:11]2)[C:9]2[C:4](=[CH:5][CH:6]=[C:7]([C:16]3[N:20]([CH3:21])[C:19]([C:22]#[N:23])=[CH:18][CH:17]=3)[CH:8]=2)[NH:3]1. The yield is 0.550. (4) The reactants are [F:1][C:2]([F:12])([F:11])[C:3]1[C:4]([NH:9][NH2:10])=[N:5][CH:6]=[CH:7][CH:8]=1.[I:13][C:14]1[CH:19]=[CH:18][N:17]=[C:16](F)[C:15]=1[CH:21]=O. The catalyst is CN1C(=O)CCC1. The product is [I:13][C:14]1[CH:19]=[CH:18][N:17]=[C:16]2[N:9]([C:4]3[C:3]([C:2]([F:1])([F:11])[F:12])=[CH:8][CH:7]=[CH:6][N:5]=3)[N:10]=[CH:21][C:15]=12. The yield is 0.890. (5) The reactants are [CH:1]1([S:7][C:8]2[CH:15]=[CH:14][C:11](C=O)=[CH:10][CH:9]=2)[CH2:6][CH2:5][CH2:4][CH2:3][CH2:2]1.[CH3:16][O:17][CH:18](OC)[O:19][CH3:20].C[O-].[Na+]. The yield is 1.00. The product is [CH:8]1([S:7][C:1]2[CH:6]=[CH:5][C:4]([CH:18]([O:19][CH3:20])[O:17][CH3:16])=[CH:3][CH:2]=2)[CH2:15][CH2:14][CH2:11][CH2:10][CH2:9]1. The catalyst is CO.C1(C)C=CC(S(O)(=O)=O)=CC=1. (6) The reactants are [NH2:1][C:2]1[CH:10]=[CH:9][C:8]([CH2:11][NH:12][C:13]([O:15][C:16]([CH3:19])([CH3:18])[CH3:17])=[O:14])=[CH:7][C:3]=1[C:4]([OH:6])=O.N1[CH:24]=[CH:23]N=C1.C(Cl)(=O)C.Cl.[NH2:30][CH:31]1[CH2:36][CH2:35][C:34](=[O:37])[NH:33][C:32]1=[O:38].P(OC1C=CC=CC=1)(OC1C=CC=CC=1)OC1C=CC=CC=1. The catalyst is C(#N)C.O. The product is [C:16]([O:15][C:13](=[O:14])[NH:12][CH2:11][C:8]1[CH:7]=[C:3]2[C:2](=[CH:10][CH:9]=1)[N:1]=[C:23]([CH3:24])[N:30]([CH:31]1[CH2:36][CH2:35][C:34](=[O:37])[NH:33][C:32]1=[O:38])[C:4]2=[O:6])([CH3:19])([CH3:18])[CH3:17]. The yield is 0.700. (7) The reactants are C[Si](C)(C)CCOC[N:7]1[C:15]2[C:10](=[C:11]([N:16]3[C:25]4[CH:24]=[CH:23][C:22]5[CH2:26][CH2:27][CH2:28][CH2:29][C:21]=5[C:20]=4[NH:19][C:18](=[O:30])[C:17]3=[O:31])[CH:12]=[CH:13][CH:14]=2)[CH:9]=[CH:8]1.[F-].C([N+](CCCC)(CCCC)CCCC)CCC.O1CCCC1.C(N)CN. No catalyst specified. The product is [NH:7]1[C:15]2[C:10](=[C:11]([N:16]3[C:25]4[CH:24]=[CH:23][C:22]5[CH2:26][CH2:27][CH2:28][CH2:29][C:21]=5[C:20]=4[NH:19][C:18](=[O:30])[C:17]3=[O:31])[CH:12]=[CH:13][CH:14]=2)[CH:9]=[CH:8]1. The yield is 0.660. (8) The reactants are [Cl:1][C:2]1[CH:9]=[C:8]([OH:10])[CH:7]=[C:6]([Cl:11])[C:3]=1[CH:4]=[O:5].[C:12](=O)([O-])[O-].[K+].[K+].CI. The catalyst is CN(C=O)C.O.C(OCC)(=O)C. The product is [Cl:1][C:2]1[CH:9]=[C:8]([O:10][CH3:12])[CH:7]=[C:6]([Cl:11])[C:3]=1[CH:4]=[O:5]. The yield is 0.870. (9) The reactants are C(OC([C:6]1[C:14]2[CH2:13][CH2:12][N:11]([C:15]3[CH:20]=[CH:19][C:18]([N:21]4[CH2:26][CH2:25][CH2:24][CH2:23][C:22]4=[O:27])=[CH:17][CH:16]=3)[C:10](=[O:28])[C:9]=2[N:8]([C:29]2[CH:34]=[CH:33][C:32]([O:35][CH3:36])=[CH:31][CH:30]=2)[N:7]=1)=O)C.C[Mg+].[Br-]. The catalyst is C1COCC1. The yield is 0.480. The product is [OH:35][C:32]([C:6]1[C:14]2[CH2:13][CH2:12][N:11]([C:15]3[CH:20]=[CH:19][C:18]([N:21]4[CH2:26][CH2:25][CH2:24][CH2:23][C:22]4=[O:27])=[CH:17][CH:16]=3)[C:10](=[O:28])[C:9]=2[N:8]([C:29]2[CH:34]=[CH:33][C:32]([O:35][CH3:36])=[CH:31][CH:30]=2)[N:7]=1)([CH3:33])[CH3:31].